From a dataset of Forward reaction prediction with 1.9M reactions from USPTO patents (1976-2016). Predict the product of the given reaction. (1) Given the reactants [F:1][C:2]([F:12])([C:6]1[CH:11]=[CH:10][CH:9]=[CH:8][CH:7]=1)[C:3]([OH:5])=O.[NH2:13][CH2:14][CH2:15][CH2:16][N:17]1[CH2:22][CH2:21][CH:20]([C:23]2[CH:24]=[C:25]([NH:29][C:30](=[O:34])[CH:31]([CH3:33])[CH3:32])[CH:26]=[CH:27][CH:28]=2)[CH2:19][CH2:18]1, predict the reaction product. The product is: [F:12][C:2]([F:1])([C:6]1[CH:11]=[CH:10][CH:9]=[CH:8][CH:7]=1)[C:3]([NH:13][CH2:14][CH2:15][CH2:16][N:17]1[CH2:22][CH2:21][CH:20]([C:23]2[CH:24]=[C:25]([NH:29][C:30](=[O:34])[CH:31]([CH3:32])[CH3:33])[CH:26]=[CH:27][CH:28]=2)[CH2:19][CH2:18]1)=[O:5]. (2) Given the reactants S1C=CC=C1C[C@@H]1NC2C(=CC=CC=2)NC1=O.[CH3:18][O:19][C:20]1[CH:21]=[C:22]([NH:28][S:29]([C:32]2[CH:37]=[CH:36][C:35]([C:38]#[C:39][CH2:40][NH:41][C:42](=[O:51])[CH2:43][S:44][CH2:45][CH2:46][C:47]([O:49][CH3:50])=[O:48])=[CH:34][CH:33]=2)(=[O:31])=[O:30])[CH:23]=[CH:24][C:25]=1[O:26][CH3:27], predict the reaction product. The product is: [CH3:18][O:19][C:20]1[CH:21]=[C:22]([NH:28][S:29]([C:32]2[CH:33]=[CH:34][C:35]([CH2:38][CH2:39][CH2:40][NH:41][C:42](=[O:51])[CH2:43][S:44][CH2:45][CH2:46][C:47]([O:49][CH3:50])=[O:48])=[CH:36][CH:37]=2)(=[O:30])=[O:31])[CH:23]=[CH:24][C:25]=1[O:26][CH3:27].